This data is from Catalyst prediction with 721,799 reactions and 888 catalyst types from USPTO. The task is: Predict which catalyst facilitates the given reaction. Reactant: [Cl:1][C:2]1[CH:3]=[C:4]([C:9]2([O:14][CH3:15])[CH2:13][CH2:12][NH:11][CH2:10]2)[CH:5]=[CH:6][C:7]=1[F:8].C(=O)([O-])[O-].[K+].[K+].Br[CH2:23][CH2:24][CH2:25][CH3:26]. Product: [CH2:23]([N:11]1[CH2:12][CH2:13][C:9]([C:4]2[CH:5]=[CH:6][C:7]([F:8])=[C:2]([Cl:1])[CH:3]=2)([O:14][CH3:15])[CH2:10]1)[CH2:24][CH2:25][CH3:26]. The catalyst class is: 10.